From a dataset of Catalyst prediction with 721,799 reactions and 888 catalyst types from USPTO. Predict which catalyst facilitates the given reaction. Reactant: [CH3:1][C:2]1[CH:3]=[CH:4][C:5]([C:21]([NH:23][C:24]2[CH:25]=[C:26]([C:36]([F:39])([F:38])[F:37])[CH:27]=[C:28]([N:30]3[CH:34]=[N:33][C:32]([CH3:35])=[CH:31]3)[CH:29]=2)=[O:22])=[CH:6][C:7]=1[NH:8][C:9]1[N:10]=[CH:11][CH:12]=[C:13]([C:15]2[CH:16]=[CH:17][CH:18]=[N:19][CH:20]=2)[N:14]=1.[BrH:40]. Product: [CH3:1][C:2]1[CH:3]=[CH:4][C:5]([C:21]([NH:23][C:24]2[CH:25]=[C:26]([C:36]([F:38])([F:39])[F:37])[CH:27]=[C:28]([N:30]3[CH:34]=[N:33][C:32]([CH3:35])=[CH:31]3)[CH:29]=2)=[O:22])=[CH:6][C:7]=1[NH:8][C:9]1[N:10]=[CH:11][CH:12]=[C:13]([C:15]2[CH:16]=[CH:17][CH:18]=[N:19][CH:20]=2)[N:14]=1.[BrH:40]. The catalyst class is: 21.